Dataset: Full USPTO retrosynthesis dataset with 1.9M reactions from patents (1976-2016). Task: Predict the reactants needed to synthesize the given product. (1) Given the product [Cl:1][C:2]1[CH:3]=[C:4]([C:8]2[N:13]=[C:12]3[CH2:14][CH2:15][CH2:16][C:11]3=[C:10]([NH:17][C:18]3[CH:19]=[CH:20][C:21]([O:22][CH2:23][C:24]([OH:26])=[O:25])=[CH:28][CH:29]=3)[CH:9]=2)[CH:5]=[CH:6][CH:7]=1, predict the reactants needed to synthesize it. The reactants are: [Cl:1][C:2]1[CH:3]=[C:4]([C:8]2[N:13]=[C:12]3[CH2:14][CH2:15][CH2:16][C:11]3=[C:10]([NH:17][C:18]3[CH:29]=[CH:28][C:21]([O:22][CH2:23][C:24]([O:26]C)=[O:25])=[CH:20][CH:19]=3)[CH:9]=2)[CH:5]=[CH:6][CH:7]=1.[Li+].[OH-].O.C1COCC1.Cl. (2) Given the product [Br:1][C:2]1[CH:7]=[CH:6][CH:5]=[CH:4][C:3]=1[NH:8][C:9](=[O:11])[CH3:10], predict the reactants needed to synthesize it. The reactants are: [Br:1][C:2]1[CH:7]=[CH:6][CH:5]=[CH:4][C:3]=1[NH2:8].[C:9](Cl)(=[O:11])[CH3:10].Cl. (3) Given the product [F:1][C:2]([F:7])([F:6])[C:3]([OH:5])=[O:4].[F:8][C:9]([F:14])([F:13])[C:10]([OH:12])=[O:11].[Cl:22][C:23]1[CH:24]=[N:25][C:26]2[NH:27][C:28]3[CH:29]=[N:30][CH:31]=[C:32]([CH:45]=3)[CH2:33][CH2:34][C:35]3[CH:43]=[C:39]([NH:40][C:41]=1[N:42]=2)[CH:38]=[CH:37][C:36]=3[NH:44][S:59]([CH2:58][CH2:57][N:48]1[C:47](=[O:46])[C:55]2[C:50](=[CH:51][CH:52]=[CH:53][CH:54]=2)[C:49]1=[O:56])(=[O:60])=[O:61], predict the reactants needed to synthesize it. The reactants are: [F:1][C:2]([F:7])([F:6])[C:3]([OH:5])=[O:4].[F:8][C:9]([F:14])([F:13])[C:10]([OH:12])=[O:11].FC(F)(F)C(O)=O.[Cl:22][C:23]1[CH:24]=[N:25][C:26]2[NH:27][C:28]3[CH:29]=[N:30][CH:31]=[C:32]([CH:45]=3)[CH2:33][CH2:34][C:35]3[CH:43]=[C:39]([NH:40][C:41]=1[N:42]=2)[CH:38]=[CH:37][C:36]=3[NH2:44].[O:46]=[C:47]1[C:55]2[C:50](=[CH:51][CH:52]=[CH:53][CH:54]=2)[C:49](=[O:56])[N:48]1[CH2:57][CH2:58][S:59](Cl)(=[O:61])=[O:60]. (4) Given the product [C:1]([C:4]1[C:9]([C:10]2[CH:15]=[CH:14][CH:13]=[CH:12][CH:11]=2)=[N:8][N:7]([CH2:16][CH3:17])[C:6](=[O:18])[C:5]=1[NH:19][C:23]1[C:31]([Cl:32])=[C:37]([CH:26]=[CH:25][CH:24]=1)[C:36]([OH:35])=[O:40])(=[O:3])[CH3:2], predict the reactants needed to synthesize it. The reactants are: [C:1]([C:4]1[C:9]([C:10]2[CH:15]=[CH:14][CH:13]=[CH:12][CH:11]=2)=[N:8][N:7]([CH2:16][CH3:17])[C:6](=[O:18])[C:5]=1[N+:19]([O-])=O)(=[O:3])[CH3:2].N[C:23]1[CH:24]=[C:25](C=C[C:31]=1[Cl:32])[C:26](O)=O.C([O:35][CH2:36][CH3:37])C.C([OH:40])C. (5) Given the product [F:1][C:2]([F:12])([F:11])[C:3]1[CH:8]=[CH:7][CH:6]=[CH:5][C:4]=1[CH:20]([OH:21])[C:19]1[CH:22]=[CH:23][C:16]([O:15][CH:14]([F:13])[F:24])=[CH:17][CH:18]=1, predict the reactants needed to synthesize it. The reactants are: [F:1][C:2]([F:12])([F:11])[C:3]1[CH:8]=[CH:7][CH:6]=[CH:5][C:4]=1[Mg]Br.[F:13][CH:14]([F:24])[O:15][C:16]1[CH:23]=[CH:22][C:19]([CH:20]=[O:21])=[CH:18][CH:17]=1.FC(F)(F)C1C=C(Cl)C=CC=1C(O)C1C=CC=CC=1. (6) Given the product [C:1]([O:5][C:6](=[O:14])[CH2:7][O:8][CH2:9]/[CH:10]=[CH:11]\[CH2:12][Cl:30])([CH3:4])([CH3:3])[CH3:2], predict the reactants needed to synthesize it. The reactants are: [C:1]([O:5][C:6](=[O:14])[CH2:7][O:8][CH2:9]/[CH:10]=[CH:11]\[CH2:12]O)([CH3:4])([CH3:3])[CH3:2].N1C(C)=CC(C)=CC=1C.[Cl-].[Li+].CS([Cl:30])(=O)=O.